From a dataset of Reaction yield outcomes from USPTO patents with 853,638 reactions. Predict the reaction yield, written as a fraction of the theoretical maximum amount of product (1.0 means a 100% yield; for example, 0.34 means a 34% yield). (1) The reactants are [Cl:1][C:2]1[CH:7]=[CH:6][C:5]([C:8]2[C:16]3[C:11](=[CH:12][CH:13]=[C:14]([C:17]#[N:18])[CH:15]=3)[N:10](C3CCCCO3)[N:9]=2)=[CH:4][CH:3]=1.[N:25]([Sn](CCCC)(CCCC)CCCC)=[N+:26]=[N-:27].O1CCOCC1.Cl. The catalyst is C1(C)C=CC=CC=1. The product is [Cl:1][C:2]1[CH:3]=[CH:4][C:5]([C:8]2[C:16]3[C:11](=[CH:12][CH:13]=[C:14]([C:17]4[N:18]=[N:25][NH:26][N:27]=4)[CH:15]=3)[NH:10][N:9]=2)=[CH:6][CH:7]=1. The yield is 0.350. (2) The reactants are [C:1]([C:5]1[CH:13]=[CH:12][C:11]([N+:14]([O-])=O)=[CH:10][C:6]=1[C:7]([O-:9])=[O:8])([CH3:4])([CH3:3])[CH3:2].[CH:17]([O-])=O.[K+]. The catalyst is CCO.O.[Pd]. The product is [C:1]([C:5]1[CH:13]=[CH:12][C:11]([NH2:14])=[CH:10][C:6]=1[C:7]([O:9][CH3:17])=[O:8])([CH3:4])([CH3:3])[CH3:2]. The yield is 0.950. (3) The reactants are Br[C:2]1[CH:3]=[CH:4][C:5]([F:8])=[N:6][CH:7]=1.C(=O)=O.CC(C)=O.C([Li])CCC.[CH3:21][C:22]1([CH3:25])[CH2:24][O:23]1. The catalyst is C(OCC)C. The product is [F:8][C:5]1[N:6]=[CH:7][C:2]([CH2:21][C:22]([CH3:25])([OH:23])[CH3:24])=[CH:3][CH:4]=1. The yield is 0.410. (4) The reactants are [Cl:1][C:2]1[CH:3]=[CH:4][C:5]2[N:11]([CH2:12][C:13]([CH3:17])([CH3:16])[CH2:14][OH:15])[C:10](=[O:18])[C@@H:9]([CH2:19][C:20]([NH:22][C@@H:23]([CH3:29])[C:24]([O:26]CC)=[O:25])=[O:21])[O:8][C@H:7]([C:30]3[CH:35]=[CH:34][CH:33]=[C:32]([O:36][CH3:37])[C:31]=3[O:38][CH3:39])[C:6]=2[CH:40]=1.[OH-].[Na+].C(O)C. The catalyst is O. The product is [Cl:1][C:2]1[CH:3]=[CH:4][C:5]2[N:11]([CH2:12][C:13]([CH3:16])([CH3:17])[CH2:14][OH:15])[C:10](=[O:18])[C@@H:9]([CH2:19][C:20]([NH:22][C@@H:23]([CH3:29])[C:24]([OH:26])=[O:25])=[O:21])[O:8][C@H:7]([C:30]3[CH:35]=[CH:34][CH:33]=[C:32]([O:36][CH3:37])[C:31]=3[O:38][CH3:39])[C:6]=2[CH:40]=1. The yield is 0.890. (5) The reactants are C([O:8][N:9]1[C:15](=[O:16])[N:14]2[CH2:17][C@H:10]1[CH2:11][CH2:12][C@H:13]2[C:18]1[O:19][C:20]([N:23]2[CH2:28][CH2:27][O:26][CH2:25][CH2:24]2)=[N:21][N:22]=1)C1C=CC=CC=1. The catalyst is C1COCC1.[Pd]. The product is [OH:8][N:9]1[C:15](=[O:16])[N:14]2[CH2:17][C@H:10]1[CH2:11][CH2:12][C@H:13]2[C:18]1[O:19][C:20]([N:23]2[CH2:24][CH2:25][O:26][CH2:27][CH2:28]2)=[N:21][N:22]=1. The yield is 0.900.